Task: Binary Classification. Given a miRNA mature sequence and a target amino acid sequence, predict their likelihood of interaction.. Dataset: Experimentally validated miRNA-target interactions with 360,000+ pairs, plus equal number of negative samples (1) The miRNA is hsa-miR-590-3p with sequence UAAUUUUAUGUAUAAGCUAGU. The protein sequence of the target gene is MAAPTLGRLVLTHLLVALFGMGSWAAVNGIWVELPVVVKDLPEGWSLPSYLSVVVALGNLGLLVVTLWRQLAPGKGEQVPIQVVQVLSVVGTALLAPLWHHVAPVAGQLHSVAFLTLALVLAMACCTSNVTFLPFLSHLPPPFLRSFFLGQGLSALLPCVLALVQGVGRLECPPAPTNGTSGPPLDFPERFPASTFFWALTALLVTSAAAFRGLLLLLPSLPSVTTGGSGPELQLGSPGAEEEEKEEEEALPLQEPPSQAAGTIPGPDPEAHQLFSAHGAFLLGLMAFTSAVTNGVLPSV.... Result: 0 (no interaction). (2) The miRNA is rno-miR-30b-5p with sequence UGUAAACAUCCUACACUCAGCU. The protein sequence of the target gene is MWVAKWLTGLLYHLSLFITRSWEVDFHPRQEALVRTLTSYEVVIPERVNEFGEVFPQSHHFSRQKRSSEALEPMPFRTHYRFTAYGQLFQLNLTADASFLAAGYTEVHLGTPERGAWESDAGPSDLRHCFYRGQVNSQEDYKAVVSLCGGLTGTFKGQNGEYFLEPIMKADGNEYEDGHNKPHLIYRQDLNNSFLQTLKYCSVSESQIKETSLPFHTYSNMNEDLNVMKERVLGHTSKNVPLKDERRHSRKKRLISYPRYIEIMVTADAKVVSAHGSNLQNYILTLMSIVATIYKDPSIG.... Result: 0 (no interaction).